From a dataset of Full USPTO retrosynthesis dataset with 1.9M reactions from patents (1976-2016). Predict the reactants needed to synthesize the given product. (1) Given the product [N:5]1[CH:6]=[CH:7][CH:8]=[C:3]([CH2:2][NH:1][C:32]([C:28]2[N:29]([CH3:31])[CH:30]=[C:26]([NH:25][C:23]([C:18]3[C:17]([C:14]4[CH:13]=[CH:12][C:11]([C:10]([F:36])([F:9])[F:35])=[CH:16][CH:15]=4)=[CH:22][CH:21]=[CH:20][CH:19]=3)=[O:24])[CH:27]=2)=[O:33])[CH:4]=1, predict the reactants needed to synthesize it. The reactants are: [NH2:1][CH2:2][C:3]1[CH:4]=[N:5][CH:6]=[CH:7][CH:8]=1.[F:9][C:10]([F:36])([F:35])[C:11]1[CH:16]=[CH:15][C:14]([C:17]2[C:18]([C:23]([NH:25][C:26]3[CH:27]=[C:28]([C:32](O)=[O:33])[N:29]([CH3:31])[CH:30]=3)=[O:24])=[CH:19][CH:20]=[CH:21][CH:22]=2)=[CH:13][CH:12]=1.CN(C(ON1N=NC2C=CC=CC1=2)=[N+](C)C)C.[B-](F)(F)(F)F.C(N(C(C)C)C(C)C)C. (2) Given the product [C:1]([O:5][C@@H:6]([C:12]1[C:13]([CH3:42])=[N:14][C:15]2[N:16]([N:26]=[C:27]([C:29]3[S:30][C:31]([CH2:34][C:35]4[CH:36]=[CH:37][C:38]([F:41])=[CH:39][CH:40]=4)=[CH:32][N:33]=3)[CH:28]=2)[C:17]=1[C:18]1[CH2:23][CH2:22][C:21]([CH3:25])([CH3:24])[CH2:20][CH:19]=1)[C:7]([OH:9])=[O:8])([CH3:2])([CH3:3])[CH3:4], predict the reactants needed to synthesize it. The reactants are: [C:1]([O:5][C@@H:6]([C:12]1[C:13]([CH3:42])=[N:14][C:15]2[N:16]([N:26]=[C:27]([C:29]3[S:30][C:31]([CH2:34][C:35]4[CH:40]=[CH:39][C:38]([F:41])=[CH:37][CH:36]=4)=[CH:32][N:33]=3)[CH:28]=2)[C:17]=1[C:18]1[CH2:23][CH2:22][C:21]([CH3:25])([CH3:24])[CH2:20][CH:19]=1)[C:7]([O:9]CC)=[O:8])([CH3:4])([CH3:3])[CH3:2].[OH-].[Na+]. (3) Given the product [N:1]1[N:2]=[C:3]([C:10]2[CH:19]=[CH:18][C:17]3[C:12](=[C:13]([O:21][C@H:22]4[C@H:28]([F:29])[CH2:27][CH2:26][NH:25][CH2:24][CH2:23]4)[CH:14]=[C:15]([F:20])[CH:16]=3)[N:11]=2)[N:4]2[CH:9]=[CH:8][CH:7]=[CH:6][C:5]=12, predict the reactants needed to synthesize it. The reactants are: [N:1]1[N:2]=[C:3]([C:10]2[CH:19]=[CH:18][C:17]3[C:12](=[C:13]([O:21][C@H:22]4[C@H:28]([F:29])[CH2:27][CH2:26][N:25](C(OC(C)(C)C)=O)[CH2:24][CH2:23]4)[CH:14]=[C:15]([F:20])[CH:16]=3)[N:11]=2)[N:4]2[CH:9]=[CH:8][CH:7]=[CH:6][C:5]=12.Cl. (4) The reactants are: [Cl:1][C:2]1[S:3][C:4]([CH:26]2[O:30][CH2:29][CH2:28][O:27]2)=[CH:5][C:6]=1[CH:7]([NH:18][C:19](=[O:25])[O:20][C:21]([CH3:24])([CH3:23])[CH3:22])[C:8]1[C:13]([CH2:14][CH2:15]O)=[CH:12][CH:11]=[C:10]([Cl:17])[N:9]=1.C(N(CC)C(C)C)(C)C.CS(Cl)(=O)=O.[H-].[Na+]. Given the product [Cl:17][C:10]1[CH:11]=[CH:12][C:13]2[CH2:14][CH2:15][N:18]([C:19]([O:20][C:21]([CH3:24])([CH3:23])[CH3:22])=[O:25])[CH:7]([C:6]3[CH:5]=[C:4]([CH:26]4[O:27][CH2:28][CH2:29][O:30]4)[S:3][C:2]=3[Cl:1])[C:8]=2[N:9]=1, predict the reactants needed to synthesize it. (5) Given the product [CH:1]1([CH2:4][O:5][C:6]2[CH:11]=[CH:10][C:9]([CH2:12][CH3:13])=[CH:8][C:7]=2[C:14]2[C:15]3[N:22]([CH2:23][O:24][CH2:25][CH2:26][Si:27]([CH3:30])([CH3:29])[CH3:28])[C:21]([CH3:31])=[C:20]([C:32]([NH:35][C@H:36]4[C@H:40]([OH:41])[CH2:39][N:38]([C:42]([O:44][C:45]([CH3:48])([CH3:47])[CH3:46])=[O:43])[CH2:37]4)=[O:33])[C:16]=3[N:17]=[CH:18][N:19]=2)[CH2:2][CH2:3]1, predict the reactants needed to synthesize it. The reactants are: [CH:1]1([CH2:4][O:5][C:6]2[CH:11]=[CH:10][C:9]([CH2:12][CH3:13])=[CH:8][C:7]=2[C:14]2[C:15]3[N:22]([CH2:23][O:24][CH2:25][CH2:26][Si:27]([CH3:30])([CH3:29])[CH3:28])[C:21]([CH3:31])=[C:20]([C:32](O)=[O:33])[C:16]=3[N:17]=[CH:18][N:19]=2)[CH2:3][CH2:2]1.[NH2:35][C@H:36]1[C@H:40]([OH:41])[CH2:39][N:38]([C:42]([O:44][C:45]([CH3:48])([CH3:47])[CH3:46])=[O:43])[CH2:37]1. (6) Given the product [F:14][C:15]1[CH:20]=[CH:19][C:18]([S:21]([NH:2][CH2:3][C:4]2[CH:5]=[CH:6][C:7]([C:10]([O:12][CH3:13])=[O:11])=[N:8][CH:9]=2)(=[O:23])=[O:22])=[CH:17][CH:16]=1, predict the reactants needed to synthesize it. The reactants are: Cl.[NH2:2][CH2:3][C:4]1[CH:5]=[CH:6][C:7]([C:10]([O:12][CH3:13])=[O:11])=[N:8][CH:9]=1.[F:14][C:15]1[CH:20]=[CH:19][C:18]([S:21](Cl)(=[O:23])=[O:22])=[CH:17][CH:16]=1.C(N(CC)CC)C. (7) Given the product [NH2:1][C:2]1[N:3]=[C:4]2[CH2:14][O:13][CH2:12][C:5]2=[N:6][C:7]=1[C:8]([O-:10])=[O:9].[Li+:24], predict the reactants needed to synthesize it. The reactants are: [NH2:1][C:2]1[N:3]=[C:4]2[CH2:14][O:13][CH2:12][C:5]2=[N:6][C:7]=1[C:8]([O:10]C)=[O:9].O1CCCC1.CO.O.[OH-].[Li+:24]. (8) Given the product [CH:2]1([N:7]2[CH2:12][CH2:11][O:10][CH2:9][CH2:8]2)[CH2:1][CH2:6][CH2:5][CH:4]=[CH:3]1, predict the reactants needed to synthesize it. The reactants are: [CH:1]1[CH2:6][CH2:5][CH:4]=[CH:3][CH:2]=1.[NH:7]1[CH2:12][CH2:11][O:10][CH2:9][CH2:8]1.